From a dataset of Catalyst prediction with 721,799 reactions and 888 catalyst types from USPTO. Predict which catalyst facilitates the given reaction. (1) Reactant: [N:1]([CH2:4][CH2:5][CH2:6][NH:7][C:8]1[C:9]([C:13]2[N:17]([C:18]3[CH:23]=[CH:22][C:21]([F:24])=[C:20]([Br:25])[CH:19]=3)[C:16](=[O:26])[O:15][N:14]=2)=[N:10][O:11][N:12]=1)=[N+]=[N-].[I-:27].[Na+].Cl[Si](C)(C)C.S([O-])([O-])(=O)=S.[Na+].[Na+]. Product: [IH:27].[NH2:1][CH2:4][CH2:5][CH2:6][NH:7][C:8]1[C:9]([C:13]2[N:17]([C:18]3[CH:23]=[CH:22][C:21]([F:24])=[C:20]([Br:25])[CH:19]=3)[C:16](=[O:26])[O:15][N:14]=2)=[N:10][O:11][N:12]=1. The catalyst class is: 24. (2) Reactant: [C:1]([C:4]1[CH:5]=[N:6][C:7]2[C:12]([C:13]=1[NH:14][C@H:15]1[CH2:20][CH2:19][C@H:18]([CH2:21][N:22]3[CH2:27][CH2:26][N:25](C(OC(C)(C)C)=O)[CH2:24][CH2:23]3)[CH2:17][CH2:16]1)=[CH:11][C:10]([C:35]1[CH:40]=[C:39]([Cl:41])[C:38]([OH:42])=[C:37]([Cl:43])[CH:36]=1)=[CH:9][CH:8]=2)(=[O:3])[CH3:2].[ClH:44]. Product: [ClH:41].[ClH:44].[Cl:41][C:39]1[CH:40]=[C:35]([C:10]2[CH:11]=[C:12]3[C:7](=[CH:8][CH:9]=2)[N:6]=[CH:5][C:4]([C:1](=[O:3])[CH3:2])=[C:13]3[NH:14][C@H:15]2[CH2:20][CH2:19][C@H:18]([CH2:21][N:22]3[CH2:27][CH2:26][NH:25][CH2:24][CH2:23]3)[CH2:17][CH2:16]2)[CH:36]=[C:37]([Cl:43])[C:38]=1[OH:42]. The catalyst class is: 1. (3) Reactant: [Cl:1][C:2]1[CH:7]=[CH:6][C:5]([CH:8]2[CH2:13][C:12](=[O:14])[NH:11][C:10]([CH3:15])=[C:9]2[C:16]([OH:18])=O)=[C:4]([F:19])[CH:3]=1.[NH2:20][C:21]1[CH:22]=[C:23]2[C:27](=[C:28]([CH3:30])[CH:29]=1)[NH:26][N:25]=[CH:24]2.C(Cl)CCl.CCN(CC)CC. Product: [Cl:1][C:2]1[CH:7]=[CH:6][C:5]([CH:8]2[CH2:13][C:12](=[O:14])[NH:11][C:10]([CH3:15])=[C:9]2[C:16]([NH:20][C:21]2[CH:22]=[C:23]3[C:27](=[C:28]([CH3:30])[CH:29]=2)[NH:26][N:25]=[CH:24]3)=[O:18])=[C:4]([F:19])[CH:3]=1. The catalyst class is: 861. (4) Reactant: [H-].[Na+].[CH3:3][N:4]1[CH2:9][CH2:8][NH:7][CH2:6][C@@H:5]1[CH2:10][OH:11].[Cl:12][C:13]1[CH:14]=[C:15]([NH:27][C:28]2[C:37]3[C:32](=[CH:33][CH:34]=[CH:35][C:36]=3F)[N:31]=[CH:30][N:29]=2)[CH:16]=[CH:17][C:18]=1[O:19][CH2:20][C:21]1[CH:26]=[CH:25][CH:24]=[CH:23][N:22]=1. Product: [ClH:12].[ClH:12].[Cl:12][C:13]1[CH:14]=[C:15]([NH:27][C:28]2[C:37]3[C:32](=[CH:33][CH:34]=[CH:35][C:36]=3[O:11][CH2:10][C@H:5]3[CH2:6][NH:7][CH2:8][CH2:9][N:4]3[CH3:3])[N:31]=[CH:30][N:29]=2)[CH:16]=[CH:17][C:18]=1[O:19][CH2:20][C:21]1[CH:26]=[CH:25][CH:24]=[CH:23][N:22]=1. The catalyst class is: 44. (5) Reactant: [Br:1]N1C(=O)CCC1=O.[CH2:9]([C:11]1([CH2:29][CH3:30])[C:19]2[C:14](=[C:15]([O:20][CH3:21])[CH:16]=[CH:17][CH:18]=2)[N:13](C(OC(C)(C)C)=O)[CH2:12]1)[CH3:10].CCCCCC. Product: [Br:1][C:17]1[CH:18]=[C:19]2[C:14](=[C:15]([O:20][CH3:21])[CH:16]=1)[NH:13][CH2:12][C:11]2([CH2:29][CH3:30])[CH2:9][CH3:10]. The catalyst class is: 21.